From a dataset of Reaction yield outcomes from USPTO patents with 853,638 reactions. Predict the reaction yield, written as a fraction of the theoretical maximum amount of product (1.0 means a 100% yield; for example, 0.34 means a 34% yield). (1) The reactants are C(O)/C=C\CO.[C:7]([O:11][C:12]([NH:14][CH2:15][C:16]#[C:17][CH2:18][OH:19])=[O:13])([CH3:10])([CH3:9])[CH3:8]. No catalyst specified. The product is [C:7]([O:11][C:12]([NH:14][CH2:15]/[CH:16]=[CH:17]\[CH2:18][OH:19])=[O:13])([CH3:10])([CH3:9])[CH3:8]. The yield is 0.300. (2) The reactants are [Br:1][C:2]1[C:7]([O:8][CH3:9])=[CH:6][C:5]([C:10]2[O:11][CH:12]=[CH:13][CH:14]=2)=[CH:4][C:3]=1[O:15][CH3:16].CON(C)[C:20](=[O:36])[CH:21]([O:34][CH3:35])[C:22]1[CH:27]=[CH:26][C:25]([C:28]2[O:29][C:30]([CH3:33])=[CH:31][CH:32]=2)=[CH:24][CH:23]=1. No catalyst specified. The product is [Br:1][C:2]1[C:7]([O:8][CH3:9])=[CH:6][C:5]([C:10]2[O:11][C:12]([C:20](=[O:36])[CH:21]([O:34][CH3:35])[C:22]3[CH:27]=[CH:26][C:25]([C:28]4[O:29][C:30]([CH3:33])=[CH:31][CH:32]=4)=[CH:24][CH:23]=3)=[CH:13][CH:14]=2)=[CH:4][C:3]=1[O:15][CH3:16]. The yield is 0.470. (3) The reactants are [CH3:1][O:2][C:3]1[CH:4]=[C:5]2[C:10](=[CH:11][C:12]=1[O:13][CH3:14])[N:9]=[CH:8][CH:7]=[C:6]2[O:15][C:16]1[CH:22]=[CH:21][C:19]([NH2:20])=[CH:18][CH:17]=1.[C:23]1([CH3:29])C=CC=C[CH:24]=1.ClC(Cl)([O:33][C:34](=O)[O:35]C(Cl)(Cl)Cl)Cl.C(=O)(O)[O-].[Na+]. The catalyst is C(Cl)Cl.CC(O)C.C(N(CC)CC)C. The product is [CH3:1][O:2][C:3]1[CH:4]=[C:5]2[C:10](=[CH:11][C:12]=1[O:13][CH3:14])[N:9]=[CH:8][CH:7]=[C:6]2[O:15][C:16]1[CH:22]=[CH:21][C:19]([NH:20][C:34](=[O:33])[O:35][CH:23]([CH3:29])[CH3:24])=[CH:18][CH:17]=1. The yield is 0.590. (4) The yield is 0.180. The product is [NH2:36][C:30]1[N:31]=[C:32]([S:34][CH3:35])[N:33]=[C:28]([NH:27][CH2:26][CH2:25][NH:24][C:5](=[O:6])/[CH:4]=[CH:3]/[C:2]([F:9])([F:8])[F:1])[CH:29]=1. The catalyst is C(Cl)Cl.CN(C)C=O.C(OCC)(=O)C. The reactants are [F:1][C:2]([F:9])([F:8])/[CH:3]=[CH:4]/[C:5](O)=[O:6].C(Cl)(=O)C(Cl)=O.FC(F)(F)S(O)(=O)=O.[NH2:24][CH2:25][CH2:26][NH:27][C:28]1[N:33]=[C:32]([S:34][CH3:35])[N:31]=[C:30]([NH2:36])[CH:29]=1.C(N(C(C)C)CC)(C)C. (5) The reactants are ClC1N2N=CC=C2N=C(SC)N=1.[N+]([C:16]1[CH:17]=[C:18]([OH:22])C=CC=1)([O-])=O.[NH2:23][C:24]1[CH:25]=[C:26]([CH:62]=[C:63]([F:65])[CH:64]=1)[O:27][C:28]1[C:29]2[C:52]([Cl:53])=[CH:51][N:50]([CH2:54][O:55][CH2:56][CH2:57][Si:58]([CH3:61])([CH3:60])[CH3:59])[C:30]=2[N:31]=[C:32]([NH:34][C:35]2[CH:40]=[CH:39][C:38]([N:41]3[CH2:46][CH2:45][N:44]([CH3:47])[CH2:43][CH2:42]3)=[CH:37][C:36]=2[O:48][CH3:49])[N:33]=1.O. The catalyst is CN(C=O)C. The product is [Cl:53][C:52]1[C:29]2[C:28]([O:27][C:26]3[CH:25]=[C:24]([NH:23][C:18](=[O:22])[CH:17]=[CH2:16])[CH:64]=[C:63]([F:65])[CH:62]=3)=[N:33][C:32]([NH:34][C:35]3[CH:40]=[CH:39][C:38]([N:41]4[CH2:42][CH2:43][N:44]([CH3:47])[CH2:45][CH2:46]4)=[CH:37][C:36]=3[O:48][CH3:49])=[N:31][C:30]=2[N:50]([CH2:54][O:55][CH2:56][CH2:57][Si:58]([CH3:59])([CH3:60])[CH3:61])[CH:51]=1. The yield is 0.360.